From a dataset of Full USPTO retrosynthesis dataset with 1.9M reactions from patents (1976-2016). Predict the reactants needed to synthesize the given product. (1) Given the product [F:34][C:29]1[CH:30]=[C:31]([F:33])[CH:32]=[C:9]([F:8])[C:10]=1[C:11]([NH:13][C:14]1[CH:19]=[CH:18][CH:17]=[C:16]([C:20]([CH:22]2[CH2:23][CH2:24][NH:25][CH2:26][CH2:27]2)=[O:21])[N:15]=1)=[O:12], predict the reactants needed to synthesize it. The reactants are: ClC(OC(Cl)C)=O.[F:8][C:9]1[CH:32]=[C:31]([F:33])[CH:30]=[C:29]([F:34])[C:10]=1[C:11]([NH:13][C:14]1[CH:19]=[CH:18][CH:17]=[C:16]([C:20]([CH:22]2[CH2:27][CH2:26][N:25](C)[CH2:24][CH2:23]2)=[O:21])[N:15]=1)=[O:12]. (2) Given the product [OH:8][CH2:7][CH:3]1[CH2:4][CH2:5][CH2:6][N:1]([C:14]([O:13][C:9]([CH3:12])([CH3:11])[CH3:10])=[O:15])[CH2:2]1, predict the reactants needed to synthesize it. The reactants are: [NH:1]1[CH2:6][CH2:5][CH2:4][CH:3]([CH2:7][OH:8])[CH2:2]1.[C:9]([O:13][C:14](O[C:14]([O:13][C:9]([CH3:12])([CH3:11])[CH3:10])=[O:15])=[O:15])([CH3:12])([CH3:11])[CH3:10]. (3) Given the product [CH3:50][C:36]1([CH3:37])[N:38]([CH2:39][C:40]2[C:49]3[C:44](=[CH:45][CH:46]=[CH:47][CH:48]=3)[N:43]=[CH:42][CH:41]=2)[C:6](=[O:7])[N:30]([C:28]2[CH:27]=[CH:26][C:22]3[C:23]([CH3:25])([CH3:24])[N:19]([CH3:18])[S:20](=[O:31])(=[O:32])[C:21]=3[CH:29]=2)[C:35]1=[O:51], predict the reactants needed to synthesize it. The reactants are: N1([C:6](N2C=CN=C2)=[O:7])C=CN=C1.N1C=CN=C1.[CH3:18][N:19]1[C:23]([CH3:25])([CH3:24])[C:22]2[CH:26]=[CH:27][C:28]([NH2:30])=[CH:29][C:21]=2[S:20]1(=[O:32])=[O:31].CO[C:35](=[O:51])[C:36]([CH3:50])([NH:38][CH2:39][C:40]1[C:49]2[C:44](=[CH:45][CH:46]=[CH:47][CH:48]=2)[N:43]=[CH:42][CH:41]=1)[CH3:37]. (4) The reactants are: [CH3:1][C:2]1[CH:3]=[C:4]([CH:9]2[CH2:14][N:13]([C:15]([N:17]3[CH2:22][CH2:21][O:20][CH2:19][CH2:18]3)=[O:16])[CH2:12][CH:11]([C:23](O)=[O:24])[CH2:10]2)[CH:5]=[CH:6][C:7]=1[CH3:8].O[N:27]=[C:28]([NH2:33])[CH2:29][CH2:30][O:31][CH3:32]. Given the product [CH3:1][C:2]1[CH:3]=[C:4]([CH:9]2[CH2:10][CH:11]([C:23]3[O:24][N:33]=[C:28]([CH2:29][CH2:30][O:31][CH3:32])[N:27]=3)[CH2:12][N:13]([C:15]([N:17]3[CH2:18][CH2:19][O:20][CH2:21][CH2:22]3)=[O:16])[CH2:14]2)[CH:5]=[CH:6][C:7]=1[CH3:8], predict the reactants needed to synthesize it. (5) Given the product [S:1]1[CH:5]=[CH:4][CH:3]=[C:2]1[CH:6]([CH3:13])[C:7]([O:9][CH3:10])=[O:8], predict the reactants needed to synthesize it. The reactants are: [S:1]1[CH:5]=[CH:4][CH:3]=[C:2]1[CH2:6][C:7]([O:9][CH3:10])=[O:8].[H-].[Na+].[CH3:13]I. (6) Given the product [C:35]([NH:39][C:40](=[O:41])[NH:1][C:2]1[C:11]([C:12]2[C:13]([Cl:32])=[C:14]([NH:19][C:20](=[O:31])[C:21]3[CH:26]=[CH:25][CH:24]=[C:23]([C:27]([F:28])([F:30])[F:29])[CH:22]=3)[CH:15]=[CH:16][C:17]=2[Cl:18])=[CH:10][C:9]2[C:4](=[CH:5][CH:6]=[N:43][CH:42]=2)[N:3]=1)([CH3:38])([CH3:37])[CH3:36], predict the reactants needed to synthesize it. The reactants are: [NH2:1][C:2]1[C:11]([C:12]2[C:13]([Cl:32])=[C:14]([NH:19][C:20](=[O:31])[C:21]3[CH:26]=[CH:25][CH:24]=[C:23]([C:27]([F:30])([F:29])[F:28])[CH:22]=3)[CH:15]=[CH:16][C:17]=2[Cl:18])=[CH:10][C:9]2[C:4](=[CH:5][CH:6]=CC=2)[N:3]=1.[H-].[Na+].[C:35]([N:39]=[C:40]=[O:41])([CH3:38])([CH3:37])[CH3:36].[CH3:42][N:43](C=O)C. (7) Given the product [CH3:1][O:2][C:3](=[O:29])[NH:4][C@H:5]([C:9]([N:11]1[CH2:15][C:14]([CH3:16])=[CH:13][C@H:12]1[C:17]1[NH:18][CH:19]=[C:20]([C:22]2[CH:27]=[CH:26][C:25]([B:30]3[O:34][C:33]([CH3:36])([CH3:35])[C:32]([CH3:38])([CH3:37])[O:31]3)=[CH:24][CH:23]=2)[N:21]=1)=[O:10])[CH:6]([CH3:8])[CH3:7], predict the reactants needed to synthesize it. The reactants are: [CH3:1][O:2][C:3](=[O:29])[NH:4][C@H:5]([C:9]([N:11]1[CH2:15][C:14]([CH3:16])=[CH:13][C@H:12]1[C:17]1[NH:18][CH:19]=[C:20]([C:22]2[CH:27]=[CH:26][C:25](Br)=[CH:24][CH:23]=2)[N:21]=1)=[O:10])[CH:6]([CH3:8])[CH3:7].[B:30]1([B:30]2[O:34][C:33]([CH3:36])([CH3:35])[C:32]([CH3:38])([CH3:37])[O:31]2)[O:34][C:33]([CH3:36])([CH3:35])[C:32]([CH3:38])([CH3:37])[O:31]1.C([O-])(=O)C.[K+].